Dataset: Cav3 T-type calcium channel HTS with 100,875 compounds. Task: Binary Classification. Given a drug SMILES string, predict its activity (active/inactive) in a high-throughput screening assay against a specified biological target. (1) The drug is Clc1c(NC(=O)CSc2oc(nn2)c2c(OC)cccc2)c(Cl)ccc1. The result is 0 (inactive). (2) The drug is o1c(C(CC(=O)N(CC)CC)c2ccccc2)ccc1. The result is 0 (inactive). (3) The molecule is OC(=O)CCc1c(n2ncnc2nc1C)C. The result is 0 (inactive). (4) The drug is O(c1c(c2[nH]c3c(n(c(=O)[nH]c3=O)C)n2)cccc1)CCC. The result is 0 (inactive). (5) The compound is s1c(NC(=O)CN2C(=O)CCC2=O)c(cc1)C(=O)NC. The result is 0 (inactive).